Predict the product of the given reaction. From a dataset of Forward reaction prediction with 1.9M reactions from USPTO patents (1976-2016). Given the reactants [CH:1]1([O:6][C:7]2[CH:38]=[CH:37][C:10]([C:11]([C:13]3[CH:29]=[CH:28][C:16]([O:17][CH2:18][C:19]4[CH:27]=[CH:26][C:22]([C:23](O)=[O:24])=[CH:21][CH:20]=4)=[C:15]([CH2:30][CH2:31][C:32]([O:34][CH2:35][CH3:36])=[O:33])[CH:14]=3)=[O:12])=[C:9]([OH:39])[CH:8]=2)[CH2:5][CH2:4][CH2:3][CH2:2]1.C(N1C=CN=C1)(N1C=CN=C1)=O.[CH3:52][S:53]([NH2:56])(=[O:55])=[O:54].N12CCCN=C1CCCCC2.Cl, predict the reaction product. The product is: [CH:1]1([O:6][C:7]2[CH:38]=[CH:37][C:10]([C:11]([C:13]3[CH:29]=[CH:28][C:16]([O:17][CH2:18][C:19]4[CH:27]=[CH:26][C:22]([C:23]([NH:56][S:53]([CH3:52])(=[O:55])=[O:54])=[O:24])=[CH:21][CH:20]=4)=[C:15]([CH2:30][CH2:31][C:32]([O:34][CH2:35][CH3:36])=[O:33])[CH:14]=3)=[O:12])=[C:9]([OH:39])[CH:8]=2)[CH2:5][CH2:4][CH2:3][CH2:2]1.